This data is from Reaction yield outcomes from USPTO patents with 853,638 reactions. The task is: Predict the reaction yield, written as a fraction of the theoretical maximum amount of product (1.0 means a 100% yield; for example, 0.34 means a 34% yield). The reactants are [N+:1]([C:4]1[C:5]([NH2:17])=[N:6][C:7]([O:10][C:11]2[CH:16]=[CH:15][CH:14]=[CH:13][CH:12]=2)=[CH:8][CH:9]=1)([O-])=O. The catalyst is CO.CCOC(C)=O.[Pd]. The product is [O:10]([C:7]1[N:6]=[C:5]([NH2:17])[C:4]([NH2:1])=[CH:9][CH:8]=1)[C:11]1[CH:12]=[CH:13][CH:14]=[CH:15][CH:16]=1. The yield is 0.580.